Dataset: Full USPTO retrosynthesis dataset with 1.9M reactions from patents (1976-2016). Task: Predict the reactants needed to synthesize the given product. (1) Given the product [Br:1][C:2]1[CH:3]=[C:4]2[C:9]([CH:10]([C:12]3[C:17]([O:18][CH3:19])=[CH:16][CH:15]=[C:14]([F:20])[C:13]=3[Cl:21])[CH3:11])=[N:25][NH:24][C:5]2=[N:6][CH:7]=1, predict the reactants needed to synthesize it. The reactants are: [Br:1][C:2]1[CH:3]=[C:4]([C:9](=O)[CH:10]([C:12]2[C:17]([O:18][CH3:19])=[CH:16][CH:15]=[C:14]([F:20])[C:13]=2[Cl:21])[CH3:11])[C:5](Cl)=[N:6][CH:7]=1.O.[NH2:24][NH2:25]. (2) Given the product [K+:1].[CH3:4][CH:3]([CH3:5])[CH2:2][CH:6]([CH2:12][C:13]([OH:15])=[O:14])[C:7](=[O:11])[C:8]([O-:10])=[O:9], predict the reactants needed to synthesize it. The reactants are: [K+:1].[CH:2](=[C:6]([CH2:12][C:13]([OH:15])=[O:14])[C:7](=[O:11])[C:8]([O-:10])=[O:9])[CH:3]([CH3:5])[CH3:4]. (3) Given the product [CH3:1][O:2][C:3]1[CH:8]=[C:7]([N:9]2[CH2:10][CH2:11][NH:12][CH2:13][CH2:14]2)[N:6]2[N:22]=[CH:23][CH:24]=[C:5]2[N:4]=1, predict the reactants needed to synthesize it. The reactants are: [CH3:1][O:2][C:3]1[CH:8]=[C:7]([N:9]2[CH2:14][CH2:13][N:12](C(OC(C)(C)C)=O)[CH2:11][CH2:10]2)[N:6]2[N:22]=[CH:23][CH:24]=[C:5]2[N:4]=1.FC(F)(F)C(O)=O. (4) Given the product [CH3:34][O:33][CH2:32][C@H:31]([CH3:35])[O:30][C:15]1[CH:14]=[C:13]([C:10]2[NH:9][C:8]([C:6]3[O:3][C:1]([CH3:2])=[N:4][N:5]=3)=[CH:12][CH:11]=2)[CH:18]=[C:17]([O:19][C:20]2[CH:21]=[CH:22][C:23]([S:26]([CH3:29])(=[O:28])=[O:27])=[CH:24][CH:25]=2)[CH:16]=1, predict the reactants needed to synthesize it. The reactants are: [C:1]([NH:4][NH:5][C:6]([C:8]1[NH:9][C:10]([C:13]2[CH:18]=[C:17]([O:19][C:20]3[CH:25]=[CH:24][C:23]([S:26]([CH3:29])(=[O:28])=[O:27])=[CH:22][CH:21]=3)[CH:16]=[C:15]([O:30][C@@H:31]([CH3:35])[CH2:32][O:33][CH3:34])[CH:14]=2)=[CH:11][CH:12]=1)=O)(=[O:3])[CH3:2].C(N(CC)CC)C.O.C(OCC)(=O)C.